This data is from NCI-60 drug combinations with 297,098 pairs across 59 cell lines. The task is: Regression. Given two drug SMILES strings and cell line genomic features, predict the synergy score measuring deviation from expected non-interaction effect. (1) Drug 1: COC1=CC(=CC(=C1O)OC)C2C3C(COC3=O)C(C4=CC5=C(C=C24)OCO5)OC6C(C(C7C(O6)COC(O7)C8=CC=CS8)O)O. Drug 2: CCCCCOC(=O)NC1=NC(=O)N(C=C1F)C2C(C(C(O2)C)O)O. Cell line: BT-549. Synergy scores: CSS=45.7, Synergy_ZIP=8.98, Synergy_Bliss=9.99, Synergy_Loewe=-26.0, Synergy_HSA=8.73. (2) Drug 1: CC1=CC2C(CCC3(C2CCC3(C(=O)C)OC(=O)C)C)C4(C1=CC(=O)CC4)C. Drug 2: C1=CN(C=N1)CC(O)(P(=O)(O)O)P(=O)(O)O. Cell line: HCC-2998. Synergy scores: CSS=-8.57, Synergy_ZIP=1.05, Synergy_Bliss=-4.51, Synergy_Loewe=-9.31, Synergy_HSA=-7.39. (3) Drug 1: CCC1(CC2CC(C3=C(CCN(C2)C1)C4=CC=CC=C4N3)(C5=C(C=C6C(=C5)C78CCN9C7C(C=CC9)(C(C(C8N6C)(C(=O)OC)O)OC(=O)C)CC)OC)C(=O)OC)O.OS(=O)(=O)O. Drug 2: C1=CN(C=N1)CC(O)(P(=O)(O)O)P(=O)(O)O. Cell line: TK-10. Synergy scores: CSS=-1.54, Synergy_ZIP=0.351, Synergy_Bliss=-1.70, Synergy_Loewe=-3.07, Synergy_HSA=-3.26. (4) Drug 1: CC(C1=C(C=CC(=C1Cl)F)Cl)OC2=C(N=CC(=C2)C3=CN(N=C3)C4CCNCC4)N. Drug 2: CN(CCCl)CCCl.Cl. Cell line: SN12C. Synergy scores: CSS=6.64, Synergy_ZIP=-8.67, Synergy_Bliss=-4.36, Synergy_Loewe=-5.07, Synergy_HSA=-4.26. (5) Drug 1: CC1=CC2C(CCC3(C2CCC3(C(=O)C)OC(=O)C)C)C4(C1=CC(=O)CC4)C. Drug 2: CC1CCCC2(C(O2)CC(NC(=O)CC(C(C(=O)C(C1O)C)(C)C)O)C(=CC3=CSC(=N3)C)C)C. Cell line: A549. Synergy scores: CSS=5.84, Synergy_ZIP=-4.42, Synergy_Bliss=-0.968, Synergy_Loewe=-0.0282, Synergy_HSA=0.286.